From a dataset of Catalyst prediction with 721,799 reactions and 888 catalyst types from USPTO. Predict which catalyst facilitates the given reaction. Reactant: [NH2:1][N:2]1[C:7](=[O:8])[C:6]2[CH:9]=[CH:10][S:11][C:5]=2[C:4]([C:12]2[CH:17]=[CH:16][CH:15]=[CH:14][CH:13]=2)=[N:3]1.N1C=CC=CC=1.[C:24]12([CH2:34][C:35](Cl)=[O:36])[CH2:33][CH:28]3[CH2:29][CH:30]([CH2:32][CH:26]([CH2:27]3)[CH2:25]1)[CH2:31]2. Product: [C:24]12([CH2:34][C:35]([NH:1][N:2]3[C:7](=[O:8])[C:6]4[CH:9]=[CH:10][S:11][C:5]=4[C:4]([C:12]4[CH:17]=[CH:16][CH:15]=[CH:14][CH:13]=4)=[N:3]3)=[O:36])[CH2:31][CH:30]3[CH2:29][CH:28]([CH2:27][CH:26]([CH2:32]3)[CH2:25]1)[CH2:33]2. The catalyst class is: 91.